This data is from Forward reaction prediction with 1.9M reactions from USPTO patents (1976-2016). The task is: Predict the product of the given reaction. (1) Given the reactants [CH2:1]([O:3][C:4](=[O:26])[C:5]([NH:7][NH:8][C:9]([C:11]1[CH:16]=[CH:15][N:14]=[CH:13][C:12]=1[NH:17][C:18]1[CH:23]=[CH:22][C:21]([I:24])=[CH:20][C:19]=1[F:25])=[O:10])=O)[CH3:2].N1C=CC=CC=1.S(Cl)(Cl)=O.CCOC(C)=O, predict the reaction product. The product is: [CH2:1]([O:3][C:4]([C:5]1[O:10][C:9]([C:11]2[CH:16]=[CH:15][N:14]=[CH:13][C:12]=2[NH:17][C:18]2[CH:23]=[CH:22][C:21]([I:24])=[CH:20][C:19]=2[F:25])=[N:8][N:7]=1)=[O:26])[CH3:2]. (2) Given the reactants [CH2:1](Cl)[C:2]1[CH:7]=[CH:6][CH:5]=[CH:4][CH:3]=1.[Mg].[C:10]([P:14](Cl)[C:15]([CH3:18])([CH3:17])[CH3:16])([CH3:13])([CH3:12])[CH3:11].S(=O)(=O)(O)O, predict the reaction product. The product is: [C:10]([P:14]([C:15]([CH3:18])([CH3:17])[CH3:16])[CH2:1][C:2]1[CH:7]=[CH:6][CH:5]=[CH:4][CH:3]=1)([CH3:13])([CH3:12])[CH3:11]. (3) Given the reactants Cl[C:2]1[C:3]2[N:10]=[C:9]([NH:11][C:12]3[C:17]([CH3:18])=[CH:16][CH:15]=[CH:14][C:13]=3[CH3:19])[S:8][C:4]=2[N:5]=[CH:6][N:7]=1.[F:20][C:21]([F:30])([F:29])[C:22]1[CH:23]=[CH:24][C:25]([NH2:28])=[N:26][CH:27]=1.C(P(C(C)(C)C)C1C=CC=CC=1C1C=CC=CC=1)(C)(C)C.CC(C)([O-])C.[Na+], predict the reaction product. The product is: [CH3:19][C:13]1[CH:14]=[CH:15][CH:16]=[C:17]([CH3:18])[C:12]=1[NH:11][C:9]1[S:8][C:4]2[N:5]=[CH:6][N:7]=[C:2]([NH:28][C:25]3[CH:24]=[CH:23][C:22]([C:21]([F:29])([F:20])[F:30])=[CH:27][N:26]=3)[C:3]=2[N:10]=1. (4) The product is: [O:40]=[C:39]([N:41]1[CH2:42][CH2:43][CH:44]([C:47]([N:25]2[CH2:20][CH2:21][C:22]3([CH2:1][CH2:2][N:3]([C:4]4[CH:5]=[CH:53][N:52]=[CH:51][CH:6]=4)[CH2:7][CH2:9]3)[CH2:23]2)=[O:49])[CH2:45][CH2:46]1)[CH2:38][C:37]([O:36][CH2:34][CH3:35])=[O:50]. Given the reactants [CH3:1][CH2:2][N:3]([CH:7]([CH3:9])C)[CH:4]([CH3:6])[CH3:5].CN(C(ON1N=[N:25][C:20]2[CH:21]=[CH:22][CH:23]=CC1=2)=[N+](C)C)C.F[P-](F)(F)(F)(F)F.[CH2:34]([O:36][C:37](=[O:50])[CH2:38][C:39]([N:41]1[CH2:46][CH2:45][CH:44]([C:47]([OH:49])=O)[CH2:43][CH2:42]1)=[O:40])[CH3:35].[CH3:51][N:52](C=O)[CH3:53], predict the reaction product. (5) Given the reactants O=[C:2]1[CH2:5][N:4]([C:6]([O:8][C:9]([CH3:12])([CH3:11])[CH3:10])=[O:7])[CH2:3]1.[CH3:13][NH:14][CH:15]1[CH2:18][CH2:17][CH2:16]1.C(O[BH-](OC(=O)C)OC(=O)C)(=O)C.[Na+], predict the reaction product. The product is: [CH:15]1([N:14]([CH3:13])[CH:2]2[CH2:5][N:4]([C:6]([O:8][C:9]([CH3:12])([CH3:11])[CH3:10])=[O:7])[CH2:3]2)[CH2:18][CH2:17][CH2:16]1.